This data is from Full USPTO retrosynthesis dataset with 1.9M reactions from patents (1976-2016). The task is: Predict the reactants needed to synthesize the given product. Given the product [CH3:15][C:16]1[N:17]=[C:18]([NH:21][C:2]2[CH:7]=[C:6]([O:8][C:9]3[CH:14]=[CH:13][CH:12]=[CH:11][CH:10]=3)[CH:5]=[CH:4][N:3]=2)[S:19][CH:20]=1, predict the reactants needed to synthesize it. The reactants are: Cl[C:2]1[CH:7]=[C:6]([O:8][C:9]2[CH:14]=[CH:13][CH:12]=[CH:11][CH:10]=2)[CH:5]=[CH:4][N:3]=1.[CH3:15][C:16]1[N:17]=[C:18]([NH2:21])[S:19][CH:20]=1.P([O-])([O-])([O-])=O.[K+].[K+].[K+].C1(P(C2C=CC=CC=2)C2C3OC4C(=CC=CC=4P(C4C=CC=CC=4)C4C=CC=CC=4)C(C)(C)C=3C=CC=2)C=CC=CC=1.